Dataset: Reaction yield outcomes from USPTO patents with 853,638 reactions. Task: Predict the reaction yield, written as a fraction of the theoretical maximum amount of product (1.0 means a 100% yield; for example, 0.34 means a 34% yield). (1) The reactants are [OH:1][C@H:2]([CH2:26][OH:27])[CH2:3][N:4]1[C:9](=[O:10])[C:8]2[C:11]([NH:17][C:18]3[CH:23]=[CH:22][C:21]([I:24])=[CH:20][C:19]=3[F:25])=[CH:12][C:13](=[O:16])[N:14]([CH3:15])[C:7]=2[N:6]=[CH:5]1.[B-](F)(F)(F)[F:29].[B-](F)(F)(F)F.C1[N+]2(CCl)CC[N+](F)(CC2)C1. The catalyst is CN(C=O)C.C(#N)C. The product is [OH:1][C@H:2]([CH2:26][OH:27])[CH2:3][N:4]1[C:9](=[O:10])[C:8]2[C:11]([NH:17][C:18]3[CH:23]=[CH:22][C:21]([I:24])=[CH:20][C:19]=3[F:25])=[C:12]([F:29])[C:13](=[O:16])[N:14]([CH3:15])[C:7]=2[N:6]=[CH:5]1. The yield is 0.250. (2) The reactants are [H-].[Na+].[NH2:3][C:4]1[C:5]([CH3:12])=[C:6]([OH:11])[CH:7]=[CH:8][C:9]=1[Cl:10].O.[CH3:14]N(C=O)C. No catalyst specified. The product is [Cl:10][C:9]1[C:4]([NH2:3])=[C:5]([CH3:12])[C:6]([O:11][CH3:14])=[CH:7][CH:8]=1. The yield is 1.00.